From a dataset of Forward reaction prediction with 1.9M reactions from USPTO patents (1976-2016). Predict the product of the given reaction. (1) Given the reactants CN[C@H:3]1[CH2:8][CH2:7][C@H:6]([OH:9])[CH2:5][CH2:4]1.[C:10](O[C:10]([O:12][C:13]([CH3:16])([CH3:15])[CH3:14])=[O:11])([O:12][C:13]([CH3:16])([CH3:15])[CH3:14])=[O:11].[C:25](#[N:27])C, predict the reaction product. The product is: [C:13]([O:12][C:10](=[O:11])[NH:27][CH2:25][C@H:3]1[CH2:4][CH2:5][C@H:6]([OH:9])[CH2:7][CH2:8]1)([CH3:16])([CH3:15])[CH3:14]. (2) The product is: [OH:20][C:21]1[CH:22]=[CH:23][C:24]([O:25][C@@H:26]2[CH2:27][CH2:28][C@H:29]([N:32]3[C:37](=[O:38])[C:36]([CH2:39][C:40]4[CH:41]=[CH:42][C:43]([C:46]5[CH:51]=[CH:50][CH:49]=[CH:48][C:47]=5[C:52]5[NH:53][C:4](=[O:7])[O:5][N:3]=5)=[CH:44][CH:45]=4)=[C:35]([CH2:54][CH2:55][CH3:56])[N:34]4[N:57]=[CH:58][N:59]=[C:33]34)[CH2:30][CH2:31]2)=[CH:60][CH:61]=1. Given the reactants [Cl-].O[NH3+:3].[C:4](=[O:7])([O-])[OH:5].[Na+].CS(C)=O.[Si]([O:20][C:21]1[CH:61]=[CH:60][C:24]([O:25][C@@H:26]2[CH2:31][CH2:30][C@H:29]([N:32]3[C:37](=[O:38])[C:36]([CH2:39][C:40]4[CH:45]=[CH:44][C:43]([C:46]5[C:47]([C:52]#[N:53])=[CH:48][CH:49]=[CH:50][CH:51]=5)=[CH:42][CH:41]=4)=[C:35]([CH2:54][CH2:55][CH3:56])[N:34]4[N:57]=[CH:58][N:59]=[C:33]34)[CH2:28][CH2:27]2)=[CH:23][CH:22]=1)(C(C)(C)C)(C)C, predict the reaction product.